Dataset: Catalyst prediction with 721,799 reactions and 888 catalyst types from USPTO. Task: Predict which catalyst facilitates the given reaction. (1) Reactant: [N+:1]([C:4]1[CH:5]=[CH:6][CH:7]=[C:8]2[C:13]=1[N:12]=[CH:11][N:10]=[C:9]2[NH:14][C:15]1[CH:20]=[CH:19][CH:18]=[C:17]([C:21]([F:24])([F:23])[F:22])[CH:16]=1)([O-])=O.[NH4+].[Cl-]. Product: [F:24][C:21]([F:22])([F:23])[C:17]1[CH:16]=[C:15]([NH:14][C:9]2[C:8]3[C:13](=[C:4]([NH2:1])[CH:5]=[CH:6][CH:7]=3)[N:12]=[CH:11][N:10]=2)[CH:20]=[CH:19][CH:18]=1. The catalyst class is: 314. (2) Reactant: [NH2:1][C:2]1[C:12](I)=[CH:11][C:10]([Br:14])=[C:4]2[C:5]([NH:7][C:8](=[O:9])[C:3]=12)=[O:6].[C:15]([O:19][CH3:20])(=[O:18])[CH:16]=[CH2:17].C(N(CC)CC)C.O. Product: [NH2:1][C:2]1[C:12](/[CH:17]=[CH:16]/[C:15]([O:19][CH3:20])=[O:18])=[CH:11][C:10]([Br:14])=[C:4]2[C:5]([NH:7][C:8](=[O:9])[C:3]=12)=[O:6]. The catalyst class is: 524. (3) Reactant: [CH3:1][O:2][C:3]1[CH:4]=[CH:5][C:6]2[NH:12][C:11](=[O:13])[N:10]([CH:14]3[CH2:19][CH2:18][NH:17][CH2:16][CH2:15]3)[CH2:9][CH2:8][C:7]=2[CH:20]=1.Cl[C:22]1[N:27]=[CH:26][N:25]=[C:24]([C:28]([C:30]2[CH:39]=[C:38]([CH3:40])[C:33]3[NH:34][C:35](=[O:37])[O:36][C:32]=3[CH:31]=2)=[O:29])[CH:23]=1.CCN(C(C)C)C(C)C. Product: [CH3:1][O:2][C:3]1[CH:4]=[CH:5][C:6]2[NH:12][C:11](=[O:13])[N:10]([CH:14]3[CH2:19][CH2:18][N:17]([C:22]4[CH:23]=[C:24]([C:28]([C:30]5[CH:39]=[C:38]([CH3:40])[C:33]6[NH:34][C:35](=[O:37])[O:36][C:32]=6[CH:31]=5)=[O:29])[N:25]=[CH:26][N:27]=4)[CH2:16][CH2:15]3)[CH2:9][CH2:8][C:7]=2[CH:20]=1. The catalyst class is: 3. (4) Reactant: Br[C:2]1[CH:3]=[C:4]2[C:10]([C:11]3[CH:12]=[N:13][N:14]([CH2:16][C:17]4[CH:22]=[CH:21][CH:20]=[C:19]([F:23])[CH:18]=4)[CH:15]=3)=[CH:9][N:8]([S:24]([C:27]3[CH:33]=[CH:32][C:30]([CH3:31])=[CH:29][CH:28]=3)(=[O:26])=[O:25])[C:5]2=[N:6][CH:7]=1.[CH3:34][O:35][C:36]1[C:41]([NH:42][S:43]([CH3:46])(=[O:45])=[O:44])=[CH:40][C:39](B2OC(C)(C)C(C)(C)O2)=[CH:38][N:37]=1.C(=O)([O-])[O-].[Na+].[Na+]. Product: [F:23][C:19]1[CH:18]=[C:17]([CH:22]=[CH:21][CH:20]=1)[CH2:16][N:14]1[CH:15]=[C:11]([C:10]2[C:4]3[C:5](=[N:6][CH:7]=[C:2]([C:39]4[CH:40]=[C:41]([NH:42][S:43]([CH3:46])(=[O:44])=[O:45])[C:36]([O:35][CH3:34])=[N:37][CH:38]=4)[CH:3]=3)[N:8]([S:24]([C:27]3[CH:28]=[CH:29][C:30]([CH3:31])=[CH:32][CH:33]=3)(=[O:26])=[O:25])[CH:9]=2)[CH:12]=[N:13]1. The catalyst class is: 600. (5) Reactant: [NH2:1][CH:2]1[CH:7]([OH:8])[CH2:6][CH2:5][N:4]([C:9]([O:11][C:12]([CH3:15])([CH3:14])[CH3:13])=[O:10])[CH2:3]1.C(N(CC)CC)C.[F:23][C:24]([F:34])([F:33])[C:25]1[CH:32]=[CH:31][C:28]([CH2:29]Cl)=[CH:27][CH:26]=1.C([O:37]C(=O)CC(C)=O)C. Product: [OH:8][CH:7]1[CH2:6][CH2:5][N:4]([C:9]([O:11][C:12]([CH3:15])([CH3:14])[CH3:13])=[O:10])[CH2:3][CH:2]1[NH:1][C:29](=[O:37])[C:28]1[CH:31]=[CH:32][C:25]([C:24]([F:34])([F:33])[F:23])=[CH:26][CH:27]=1. The catalyst class is: 2. (6) Reactant: B.CSC.[CH:5]1([S:10][CH2:11][C:12]2[CH:13]=[CH:14][C:15]([C:18]#[N:19])=[N:16][CH:17]=2)[CH2:9][CH2:8][CH2:7][CH2:6]1.C(N)CN. Product: [NH2:19][CH2:18][C:15]1[CH:14]=[CH:13][C:12]([CH2:11][S:10][CH:5]2[CH2:9][CH2:8][CH2:7][CH2:6]2)=[CH:17][N:16]=1. The catalyst class is: 1. (7) Reactant: [CH3:1][N:2]1[C:6]2[CH:7]=[CH:8][CH:9]=[CH:10][C:5]=2[N:4]=[C:3]1[NH:11][S:12]([C:15]1[CH:20]=[CH:19][CH:18]=[CH:17][CH:16]=1)(=[O:14])=[O:13].Br[CH2:22][C:23]1[CH:28]=[CH:27][CH:26]=[C:25]([C:29]([F:32])([F:31])[F:30])[CH:24]=1.C(=O)([O-])[O-].[K+].[K+]. Product: [CH3:1][N:2]1[C:6]2[CH:7]=[CH:8][CH:9]=[CH:10][C:5]=2[N:4]=[C:3]1[N:11]([CH2:22][C:23]1[CH:28]=[CH:27][CH:26]=[C:25]([C:29]([F:30])([F:31])[F:32])[CH:24]=1)[S:12]([C:15]1[CH:20]=[CH:19][CH:18]=[CH:17][CH:16]=1)(=[O:13])=[O:14]. The catalyst class is: 31. (8) Reactant: [C:1]([C:5]1[CH:6]=[C:7]([C:12]2[N:16]([CH2:17][CH:18]3[CH2:23][CH2:22][CH2:21][CH2:20][CH2:19]3)[C:15]([CH3:24])=[C:14]([S:25]([NH2:28])(=[O:27])=[O:26])[CH:13]=2)[CH:8]=[C:9]([OH:11])[CH:10]=1)([CH3:4])([CH3:3])[CH3:2].C([O-])([O-])=O.[Cs+].[Cs+].Br[CH2:36][CH2:37][CH2:38][C:39]([O:41][CH3:42])=[O:40].O. Product: [C:1]([C:5]1[CH:10]=[C:9]([CH:8]=[C:7]([C:12]2[N:16]([CH2:17][CH:18]3[CH2:19][CH2:20][CH2:21][CH2:22][CH2:23]3)[C:15]([CH3:24])=[C:14]([S:25](=[O:27])(=[O:26])[NH2:28])[CH:13]=2)[CH:6]=1)[O:11][CH2:36][CH2:37][CH2:38][C:39]([O:41][CH3:42])=[O:40])([CH3:4])([CH3:2])[CH3:3]. The catalyst class is: 3.